This data is from Reaction yield outcomes from USPTO patents with 853,638 reactions. The task is: Predict the reaction yield, written as a fraction of the theoretical maximum amount of product (1.0 means a 100% yield; for example, 0.34 means a 34% yield). (1) The reactants are [CH3:1][CH:2]([CH3:38])[CH2:3][CH2:4][N:5]([CH2:17][C:18]1[CH:37]=[CH:36][C:21]([CH2:22][O:23][C:24]2[CH:29]=[CH:28][C:27]([CH2:30][CH2:31][C:32]([O:34]C)=[O:33])=[CH:26][CH:25]=2)=[CH:20][CH:19]=1)[C:6]1[S:7][CH:8]=[C:9]([C:11]2[CH:16]=[CH:15][CH:14]=[CH:13][CH:12]=2)[N:10]=1.O.Cl. The catalyst is CO.O1CCCC1.[OH-].[Na+]. The product is [CH3:1][CH:2]([CH3:38])[CH2:3][CH2:4][N:5]([CH2:17][C:18]1[CH:19]=[CH:20][C:21]([CH2:22][O:23][C:24]2[CH:25]=[CH:26][C:27]([CH2:30][CH2:31][C:32]([OH:34])=[O:33])=[CH:28][CH:29]=2)=[CH:36][CH:37]=1)[C:6]1[S:7][CH:8]=[C:9]([C:11]2[CH:12]=[CH:13][CH:14]=[CH:15][CH:16]=2)[N:10]=1. The yield is 0.900. (2) The reactants are [Cl:1][C:2]1[N:3]=[C:4]([N:12]2[CH2:17][CH2:16][O:15][CH2:14][CH2:13]2)[C:5]2[S:10][C:9](I)=[CH:8][C:6]=2[N:7]=1.[O:18]1[CH:22]=[C:21](B2OC(C)(C)C(C)(C)O2)[CH:20]=[N:19]1. The catalyst is C([O-])([O-])=O.[Na+].[Na+].C(#N)C.Cl[Pd](Cl)([P](C1C=CC=CC=1)(C1C=CC=CC=1)C1C=CC=CC=1)[P](C1C=CC=CC=1)(C1C=CC=CC=1)C1C=CC=CC=1. The product is [Cl:1][C:2]1[N:3]=[C:4]([N:12]2[CH2:17][CH2:16][O:15][CH2:14][CH2:13]2)[C:5]2[S:10][C:9]([C:21]3[CH:20]=[N:19][O:18][CH:22]=3)=[CH:8][C:6]=2[N:7]=1. The yield is 0.670. (3) The reactants are Cl[C:2]1[CH:10]=[CH:9][C:8]([O:11][CH2:12][CH:13]2[CH2:18][CH2:17][N:16]([CH3:19])[CH2:15][CH2:14]2)=[C:7]2[C:3]=1[C:4]1[CH:23]=[C:22]([CH3:24])[CH:21]=[N:20][C:5]=1[NH:6]2.[CH2:25]([S:27]([C:30]1[CH:31]=[C:32](B(O)O)[CH:33]=[CH:34][CH:35]=1)(=[O:29])=[O:28])[CH3:26].C1(P(C2CCCCC2)C2CCCCC2)CCCCC1.C([O-])([O-])=O.[Cs+].[Cs+]. The catalyst is CCOC(C)=O.C1C=CC(/C=C/C(/C=C/C2C=CC=CC=2)=O)=CC=1.C1C=CC(/C=C/C(/C=C/C2C=CC=CC=2)=O)=CC=1.[Pd].O1CCOCC1. The product is [CH2:25]([S:27]([C:30]1[CH:35]=[C:34]([C:2]2[CH:10]=[CH:9][C:8]([O:11][CH2:12][CH:13]3[CH2:18][CH2:17][N:16]([CH3:19])[CH2:15][CH2:14]3)=[C:7]3[C:3]=2[C:4]2[CH:23]=[C:22]([CH3:24])[CH:21]=[N:20][C:5]=2[NH:6]3)[CH:33]=[CH:32][CH:31]=1)(=[O:28])=[O:29])[CH3:26]. The yield is 0.750. (4) The yield is 0.220. The catalyst is CS(C)=O.O. The reactants are [CH2:1]([C:3]1[CH:25]=[CH:24][CH:23]=[CH:22][C:4]=1[NH:5][C:6]1[C:15]2[C:10](=[CH:11][C:12]([OH:18])=[C:13]([O:16][CH3:17])[CH:14]=2)[N:9]=[CH:8][C:7]=1[C:19]([NH2:21])=[O:20])[CH3:2].Br[CH2:27][CH2:28][CH2:29][CH2:30]Cl.C([O-])([O-])=O.[Cs+].[Cs+].[NH:38]1[CH2:43][CH2:42][O:41][CH2:40][CH2:39]1. The product is [CH2:1]([C:3]1[CH:25]=[CH:24][CH:23]=[CH:22][C:4]=1[NH:5][C:6]1[C:15]2[C:10](=[CH:11][C:12]([O:18][CH2:27][CH2:28][CH2:29][CH2:30][N:38]3[CH2:43][CH2:42][O:41][CH2:40][CH2:39]3)=[C:13]([O:16][CH3:17])[CH:14]=2)[N:9]=[CH:8][C:7]=1[C:19]([NH2:21])=[O:20])[CH3:2].